From a dataset of Forward reaction prediction with 1.9M reactions from USPTO patents (1976-2016). Predict the product of the given reaction. (1) The product is: [CH2:1]([O:8][C:9]([C:10]1[C:16]([C:26]2[CH:31]=[CH:30][CH:29]=[CH:28][CH:27]=2)=[C:17]([C:19]2[CH:20]=[CH:21][C:22]([F:25])=[CH:23][CH:24]=2)[N:41]([CH2:42][CH2:43][CH:44]2[CH2:45][CH:46]([CH2:52][C:53]([O:55][C:56]([CH3:59])([CH3:58])[CH3:57])=[O:54])[O:47][C:48]([CH3:51])([CH3:50])[O:49]2)[C:11]=1[CH:12]([CH3:13])[CH3:14])=[O:32])[C:2]1[CH:3]=[CH:4][CH:5]=[CH:6][CH:7]=1. Given the reactants [CH2:1]([O:8][C:9](=[O:32])[CH:10]([CH:16]([C:26]1[CH:31]=[CH:30][CH:29]=[CH:28][CH:27]=1)[C:17]([C:19]1[CH:24]=[CH:23][C:22]([F:25])=[CH:21][CH:20]=1)=O)[C:11](=O)[CH:12]([CH3:14])[CH3:13])[C:2]1[CH:7]=[CH:6][CH:5]=[CH:4][CH:3]=1.C(O)(=O)C(C)(C)C.O.[NH2:41][CH2:42][CH2:43][C@H:44]1[O:49][C:48]([CH3:51])([CH3:50])[O:47][C@@H:46]([CH2:52][C:53]([O:55][C:56]([CH3:59])([CH3:58])[CH3:57])=[O:54])[CH2:45]1, predict the reaction product. (2) Given the reactants [Si:1]([C:8]#[C:9][C:10]#[C:11][C:12]#[C:13][C:14]#[CH:15])([CH2:6][CH3:7])([CH2:4][CH3:5])[CH2:2][CH3:3].[CH:16]#[C:17][C:18]#[C:19][C:20]#[C:21][C:22]#[CH:23], predict the reaction product. The product is: [Si:1]([C:8]#[C:9][C:10]#[C:11][C:12]#[C:13][C:14]#[CH:15])([CH2:6][CH3:7])([CH2:4][CH3:5])[CH2:2][CH3:3].[Si:1]([C:8]#[C:9][C:10]#[C:11][C:12]#[C:13][C:14]#[C:15][C:16]#[C:17][C:18]#[C:19][C:20]#[C:21][C:22]#[C:23][Si:1]([CH2:6][CH3:7])([CH2:4][CH3:5])[CH2:2][CH3:3])([CH2:6][CH3:7])([CH2:4][CH3:5])[CH2:2][CH3:3]. (3) Given the reactants [ClH:1].[CH2:2]([N:9]1[CH2:17][C:16]2[C:11](=[CH:12][CH:13]=[C:14]([C:18]([O:20][CH3:21])=[O:19])[CH:15]=2)[CH2:10]1)[C:3]1[CH:8]=[CH:7][CH:6]=[CH:5][CH:4]=1, predict the reaction product. The product is: [ClH:1].[CH2:2]([N:9]1[CH2:17][C:16]2[C:11](=[CH:12][CH:13]=[C:14]([C:18]([O:20][CH3:21])=[O:19])[CH:15]=2)[CH2:10]1)[C:3]1[CH:4]=[CH:5][CH:6]=[CH:7][CH:8]=1.